The task is: Regression. Given two drug SMILES strings and cell line genomic features, predict the synergy score measuring deviation from expected non-interaction effect.. This data is from NCI-60 drug combinations with 297,098 pairs across 59 cell lines. (1) Drug 1: CC12CCC3C(C1CCC2=O)CC(=C)C4=CC(=O)C=CC34C. Drug 2: CN(CC1=CN=C2C(=N1)C(=NC(=N2)N)N)C3=CC=C(C=C3)C(=O)NC(CCC(=O)O)C(=O)O. Cell line: HCT-15. Synergy scores: CSS=48.2, Synergy_ZIP=1.24, Synergy_Bliss=-1.40, Synergy_Loewe=-11.9, Synergy_HSA=-0.0135. (2) Drug 1: CCCS(=O)(=O)NC1=C(C(=C(C=C1)F)C(=O)C2=CNC3=C2C=C(C=N3)C4=CC=C(C=C4)Cl)F. Drug 2: C1=CC(=CC=C1C#N)C(C2=CC=C(C=C2)C#N)N3C=NC=N3. Cell line: A498. Synergy scores: CSS=2.24, Synergy_ZIP=0.131, Synergy_Bliss=2.85, Synergy_Loewe=0.0657, Synergy_HSA=1.66. (3) Drug 1: CCCS(=O)(=O)NC1=C(C(=C(C=C1)F)C(=O)C2=CNC3=C2C=C(C=N3)C4=CC=C(C=C4)Cl)F. Drug 2: C1C(C(OC1N2C=NC(=NC2=O)N)CO)O. Cell line: RPMI-8226. Synergy scores: CSS=38.9, Synergy_ZIP=1.91, Synergy_Bliss=2.56, Synergy_Loewe=-12.6, Synergy_HSA=-0.472.